Task: Predict the reactants needed to synthesize the given product.. Dataset: Full USPTO retrosynthesis dataset with 1.9M reactions from patents (1976-2016) Given the product [CH2:1]([O:3][C:4]([CH:6]1[C:15]2[C:10](=[CH:11][C:12]([O:18][CH3:19])=[C:13]([O:16][CH3:17])[CH:14]=2)[CH2:9][CH2:8][N:7]1[C:27]([O:29][C:30]([CH3:33])([CH3:32])[CH3:31])=[O:28])=[O:5])[CH3:2], predict the reactants needed to synthesize it. The reactants are: [CH2:1]([O:3][C:4]([C:6]1[C:15]2[C:10](=[CH:11][C:12]([O:18][CH3:19])=[C:13]([O:16][CH3:17])[CH:14]=2)[CH2:9][CH2:8][N:7]=1)=[O:5])[CH3:2].C(N(CC)CC)C.[C:27](O[C:27]([O:29][C:30]([CH3:33])([CH3:32])[CH3:31])=[O:28])([O:29][C:30]([CH3:33])([CH3:32])[CH3:31])=[O:28].